From a dataset of Full USPTO retrosynthesis dataset with 1.9M reactions from patents (1976-2016). Predict the reactants needed to synthesize the given product. (1) Given the product [C:1]([O:5][C:6]([N:8]1[C:13]2[CH:14]=[C:15]([Cl:19])[CH:16]=[C:17]([C:46]3[CH:47]=[N:48][N:49]([C:51]([C:58]4[CH:63]=[CH:62][CH:61]=[CH:60][CH:59]=4)([C:52]4[CH:53]=[CH:54][CH:55]=[CH:56][CH:57]=4)[C:64]4[CH:69]=[CH:68][CH:67]=[CH:66][CH:65]=4)[CH:50]=3)[C:12]=2[O:11][CH:10]([C:20]([N:22]2[CH2:27][CH2:26][C:25]([C:36]#[N:37])([CH2:28][C:29]3[CH:34]=[CH:33][C:32]([F:35])=[CH:31][CH:30]=3)[CH2:24][CH2:23]2)=[O:21])[CH2:9]1)=[O:7])([CH3:4])([CH3:3])[CH3:2], predict the reactants needed to synthesize it. The reactants are: [C:1]([O:5][C:6]([N:8]1[C:13]2[CH:14]=[C:15]([Cl:19])[CH:16]=[C:17](Br)[C:12]=2[O:11][CH:10]([C:20]([N:22]2[CH2:27][CH2:26][C:25]([C:36]#[N:37])([CH2:28][C:29]3[CH:34]=[CH:33][C:32]([F:35])=[CH:31][CH:30]=3)[CH2:24][CH2:23]2)=[O:21])[CH2:9]1)=[O:7])([CH3:4])([CH3:3])[CH3:2].CC1(C)C(C)(C)OB([C:46]2[CH:47]=[N:48][N:49]([C:51]([C:64]3[CH:69]=[CH:68][CH:67]=[CH:66][CH:65]=3)([C:58]3[CH:63]=[CH:62][CH:61]=[CH:60][CH:59]=3)[C:52]3[CH:57]=[CH:56][CH:55]=[CH:54][CH:53]=3)[CH:50]=2)O1.C([O-])([O-])=O.[Na+].[Na+]. (2) Given the product [Cl:8][CH2:9][CH2:10][C:11]([S:1][CH2:2][CH2:3][S:4][CH2:5][CH2:6][S:7][C:15](=[O:18])[CH2:26][CH2:20][Cl:14])=[O:12], predict the reactants needed to synthesize it. The reactants are: [SH:1][CH2:2][CH2:3][S:4][CH2:5][CH2:6][SH:7].[Cl:8][CH2:9][CH2:10][C:11](Cl)=[O:12].[ClH:14].[C:15](=[O:18])(O)[O-].[Na+].[C:20]1([CH3:26])C=CC=CC=1. (3) Given the product [CH:47]([C:50]1[CH:55]=[C:54]([CH:56]([CH3:57])[CH3:58])[CH:53]=[C:52]([CH:59]([CH3:61])[CH3:60])[C:51]=1[S:62]([O:45][CH2:44][C@H:43]([OH:46])[CH2:42][CH2:41][C@@H:40]1[C@H:29]2[CH2:30][C:31]3[C:36]([CH2:37][C@H:28]2[CH2:27][C@H:26]1[O:25][Si:8]([C:21]([CH3:22])([CH3:24])[CH3:23])([C:15]1[CH:16]=[CH:17][CH:18]=[CH:19][CH:20]=1)[C:9]1[CH:10]=[CH:11][CH:12]=[CH:13][CH:14]=1)=[C:35]([O:38][CH3:39])[CH:34]=[CH:33][CH:32]=3)(=[O:64])=[O:63])([CH3:48])[CH3:49], predict the reactants needed to synthesize it. The reactants are: C(N(CC)CC)C.[Si:8]([O:25][C@H:26]1[C@H:40]([CH2:41][CH2:42][C@@H:43]([OH:46])[CH2:44][OH:45])[C@H:29]2[CH2:30][C:31]3[C:36]([CH2:37][C@H:28]2[CH2:27]1)=[C:35]([O:38][CH3:39])[CH:34]=[CH:33][CH:32]=3)([C:21]([CH3:24])([CH3:23])[CH3:22])([C:15]1[CH:20]=[CH:19][CH:18]=[CH:17][CH:16]=1)[C:9]1[CH:14]=[CH:13][CH:12]=[CH:11][CH:10]=1.[CH:47]([C:50]1[CH:55]=[C:54]([CH:56]([CH3:58])[CH3:57])[CH:53]=[C:52]([CH:59]([CH3:61])[CH3:60])[C:51]=1[S:62](Cl)(=[O:64])=[O:63])([CH3:49])[CH3:48].C(OCC)(=O)C.CCCCCCC. (4) Given the product [C:31]([C@@H:22]1[CH2:27][CH2:26][CH2:25][CH2:24][C@H:23]1[C:28]([O-:30])=[O:29])([OH:33])=[O:32].[NH2+:1]1[CH2:2][CH2:3][C:4]2([O:11][C:10]3[C:12]4[C:17]([C:18](=[O:21])[C:19](=[O:20])[C:9]=3[S:8][CH2:7]2)=[CH:16][CH:15]=[CH:14][CH:13]=4)[CH2:5][CH2:6]1, predict the reactants needed to synthesize it. The reactants are: [NH:1]1[CH2:6][CH2:5][C:4]2([O:11][C:10]3[C:12]4[C:17]([C:18](=[O:21])[C:19](=[O:20])[C:9]=3[S:8][CH2:7]2)=[CH:16][CH:15]=[CH:14][CH:13]=4)[CH2:3][CH2:2]1.[C@@H:22]1([C:31]([OH:33])=[O:32])[CH2:27][CH2:26][CH2:25][CH2:24][C@H:23]1[C:28]([OH:30])=[O:29]. (5) Given the product [Cl:24][C:17]1[CH:18]=[C:19]([O:22][CH3:23])[CH:20]=[CH:21][C:16]=1[NH:6][C:5]1[CH:7]=[CH:8][CH:9]=[C:10]([C:11]([F:12])([F:13])[F:14])[C:4]=1[N+:1]([O-:3])=[O:2], predict the reactants needed to synthesize it. The reactants are: [N+:1]([C:4]1[C:10]([C:11]([F:14])([F:13])[F:12])=[CH:9][CH:8]=[CH:7][C:5]=1[NH2:6])([O-:3])=[O:2].Br[C:16]1[CH:21]=[CH:20][C:19]([O:22][CH3:23])=[CH:18][C:17]=1[Cl:24]. (6) The reactants are: [O:1]1[CH:5]=[CH:4][N:3]=[CH:2]1.[Li]CCCC.I[C:12]1[CH:17]=[CH:16][CH:15]=[CH:14][CH:13]=1. Given the product [C:12]1([C:2]2[O:1][CH:5]=[CH:4][N:3]=2)[CH:17]=[CH:16][CH:15]=[CH:14][CH:13]=1, predict the reactants needed to synthesize it. (7) Given the product [CH3:1][NH:2][C:3]1[C:8]2=[C:9]([C:13]3[CH:14]=[N:15][N:16]([CH3:28])[C:17]=3[C:18]3[CH:19]=[CH:20][C:21]([C:24]([F:26])([F:27])[F:25])=[CH:22][CH:23]=3)[N:10]=[C:11]([CH2:12][OH:42])[N:7]2[N:6]=[CH:5][N:4]=1, predict the reactants needed to synthesize it. The reactants are: [CH3:1][NH:2][C:3]1[C:8]2=[C:9]([C:13]3[CH:14]=[N:15][N:16]([CH3:28])[C:17]=3[C:18]3[CH:23]=[CH:22][C:21]([C:24]([F:27])([F:26])[F:25])=[CH:20][CH:19]=3)[N:10]=[C:11]([CH3:12])[N:7]2[N:6]=[CH:5][N:4]=1.C1N=C(N)C2N=CN([C@@H]3[O:42][C@H](COP(OP(OC[C@H]4O[C@@H](N5C=C(C(N)=O)CC=C5)[C@H](O)[C@@H]4O)(O)=O)(O)=O)[C@@H](O)[C@H]3OP(O)(O)=O)C=2N=1. (8) The reactants are: C(Cl)CCl.Cl.[O:6]=[C:7]1[NH:13][C:12]2[N:14]=[CH:15][C:16](/[CH:18]=[CH:19]/[C:20]([OH:22])=O)=[CH:17][C:11]=2[CH2:10][CH2:9][CH2:8]1.[CH3:23][N:24]1[C:32]2[C:27](=[CH:28][CH:29]=[CH:30][CH:31]=2)[C:26]([CH2:33][NH:34][CH3:35])=[CH:25]1.C1C=CC2N(O)N=NC=2C=1.O.C(N(C(C)C)CC)(C)C. Given the product [CH3:35][N:34]([CH2:33][C:26]1[C:27]2[C:32](=[CH:31][CH:30]=[CH:29][CH:28]=2)[N:24]([CH3:23])[CH:25]=1)[C:20](=[O:22])/[CH:19]=[CH:18]/[C:16]1[CH:15]=[N:14][C:12]2[NH:13][C:7](=[O:6])[CH2:8][CH2:9][CH2:10][C:11]=2[CH:17]=1, predict the reactants needed to synthesize it. (9) Given the product [CH:1]1([CH:4]([C:18]2[CH:23]=[CH:22][CH:21]=[CH:20][CH:19]=2)[NH:5][C:6]([C:8]2[CH:9]=[C:10]3[C:14](=[CH:15][CH:16]=2)[NH:13][N:12]=[C:11]3[C:32]2[CH:33]=[CH:34][C:35]([N:38]3[CH2:39][CH2:40][CH:41]([C:44]([OH:47])([CH3:45])[CH3:46])[CH2:42][CH2:43]3)=[CH:36][CH:37]=2)=[O:7])[CH2:3][CH2:2]1, predict the reactants needed to synthesize it. The reactants are: [CH:1]1([CH:4]([C:18]2[CH:23]=[CH:22][CH:21]=[CH:20][CH:19]=2)[NH:5][C:6]([C:8]2[CH:9]=[C:10]3[C:14](=[CH:15][CH:16]=2)[NH:13][N:12]=[C:11]3I)=[O:7])[CH2:3][CH2:2]1.CC1(C)C(C)(C)OB([C:32]2[CH:37]=[CH:36][C:35]([N:38]3[CH2:43][CH2:42][CH:41]([C:44]([OH:47])([CH3:46])[CH3:45])[CH2:40][CH2:39]3)=[CH:34][CH:33]=2)O1.